Dataset: Reaction yield outcomes from USPTO patents with 853,638 reactions. Task: Predict the reaction yield, written as a fraction of the theoretical maximum amount of product (1.0 means a 100% yield; for example, 0.34 means a 34% yield). (1) The reactants are Cl.Cl.[NH2:3][CH2:4][CH2:5][CH2:6][C:7]1([C:25]2[CH:30]=[CH:29][CH:28]=[CH:27][CH:26]=2)[N:11]([C:12](=[O:16])[CH:13]([CH3:15])[CH3:14])[N:10]=[C:9]([C:17]2[CH:22]=[C:21]([F:23])[CH:20]=[CH:19][C:18]=2[F:24])[O:8]1.CCN(C(C)C)C(C)C.[C:40](Cl)(=[O:44])[CH:41]([CH3:43])[CH3:42].Cl. The catalyst is C(Cl)Cl. The product is [F:24][C:18]1[CH:19]=[CH:20][C:21]([F:23])=[CH:22][C:17]=1[C:9]1[O:8][C:7]([CH2:6][CH2:5][CH2:4][NH:3][C:40](=[O:44])[CH:41]([CH3:43])[CH3:42])([C:25]2[CH:30]=[CH:29][CH:28]=[CH:27][CH:26]=2)[N:11]([C:12](=[O:16])[CH:13]([CH3:15])[CH3:14])[N:10]=1. The yield is 0.620. (2) The reactants are [CH3:1][C:2]1[CH:3]=[C:4]([NH:16][C:17]2[C:26]3[C:21](=[CH:22][CH:23]=[CH:24][C:25]=3[O:27][C@H:28]([CH3:32])[C:29](O)=[O:30])[N:20]=[CH:19][N:18]=2)[CH:5]=[CH:6][C:7]=1[O:8][C:9]1[CH:10]=[N:11][C:12]([CH3:15])=[CH:13][CH:14]=1.[CH3:33][NH:34][CH3:35]. No catalyst specified. The product is [CH3:33][N:34]([CH3:35])[C:29](=[O:30])[C@H:28]([O:27][C:25]1[CH:24]=[CH:23][CH:22]=[C:21]2[C:26]=1[C:17]([NH:16][C:4]1[CH:5]=[CH:6][C:7]([O:8][C:9]3[CH:10]=[N:11][C:12]([CH3:15])=[CH:13][CH:14]=3)=[C:2]([CH3:1])[CH:3]=1)=[N:18][CH:19]=[N:20]2)[CH3:32]. The yield is 0.470. (3) The reactants are [Cl:1][C:2]1[CH:7]=[CH:6][CH:5]=[C:4]([Cl:8])[C:3]=1[CH2:9][CH2:10][C:11]1[C:15]([CH2:16][OH:17])=[C:14]([CH:18]([CH3:20])[CH3:19])[O:13][N:12]=1.O[C:22]1[CH:27]=[CH:26][C:25]([C:28]2[CH:29]=[C:30]3[C:35](=[CH:36][CH:37]=2)[CH:34]=[C:33]([C:38]([O:40][CH3:41])=[O:39])[CH:32]=[CH:31]3)=[CH:24][CH:23]=1.C1(P(C2C=CC=CC=2)C2C=CC=CC=2)C=CC=CC=1.N(C(OC(C)C)=O)=NC(OC(C)C)=O. The catalyst is C1(C)C=CC=CC=1. The product is [Cl:1][C:2]1[CH:7]=[CH:6][CH:5]=[C:4]([Cl:8])[C:3]=1[CH2:9][CH2:10][C:11]1[C:15]([CH2:16][O:17][C:22]2[CH:23]=[CH:24][C:25]([C:28]3[CH:29]=[C:30]4[C:35](=[CH:36][CH:37]=3)[CH:34]=[C:33]([C:38]([O:40][CH3:41])=[O:39])[CH:32]=[CH:31]4)=[CH:26][CH:27]=2)=[C:14]([CH:18]([CH3:20])[CH3:19])[O:13][N:12]=1. The yield is 0.245. (4) The reactants are [F:1][C:2]1[CH:7]=[C:6]([F:8])[CH:5]=[CH:4][C:3]=1[C@@:9]([OH:38])([CH2:32][N:33]1[CH:37]=[N:36][CH:35]=[N:34]1)[C@H:10]([S:12][C@@H:13]1[CH2:18][O:17][C@@H:16](/[CH:19]=[CH:20]/[CH:21]=[CH:22]/[C:23]2[CH:30]=[CH:29][C:26]([C:27]#[N:28])=[CH:25][C:24]=2[F:31])[O:15][CH2:14]1)[CH3:11].[H-].[Na+].[CH2:41]([O:44][C:45]([O:47][CH2:48][CH2:49][CH2:50][C:51](Cl)=[O:52])=[O:46])[CH:42]=[CH2:43].[Cl-].[NH4+]. The catalyst is CN(C)C=O.C(OCC)(=O)C. The product is [CH2:41]([O:44][C:45]([O:47][CH2:48][CH2:49][CH2:50][C:51]([O:38][C@:9]([C:3]1[CH:4]=[CH:5][C:6]([F:8])=[CH:7][C:2]=1[F:1])([CH2:32][N:33]1[CH:37]=[N:36][CH:35]=[N:34]1)[C@H:10]([S:12][C@@H:13]1[CH2:18][O:17][C@@H:16](/[CH:19]=[CH:20]/[CH:21]=[CH:22]/[C:23]2[CH:30]=[CH:29][C:26]([C:27]#[N:28])=[CH:25][C:24]=2[F:31])[O:15][CH2:14]1)[CH3:11])=[O:52])=[O:46])[CH:42]=[CH2:43]. The yield is 0.750. (5) The reactants are [Cl:1][C:2]1[N:3]=[C:4]2[C:9](=[CH:10][CH:11]=1)[N:8]=[CH:7][C:6]([C:12](=[O:14])[CH3:13])=[C:5]2[NH:15][C@H:16]1[CH2:21][CH2:20][C@H:19]([CH2:22][N:23]([CH3:25])[CH3:24])[CH2:18][CH2:17]1.[Cl:26][C:27]1[CH:32]=[C:31](B2OC(C)(C)C(C)(C)O2)[CH:30]=[C:29]([F:42])[C:28]=1[OH:43].C1(N)C(F)=C(F)C(F)=C(N)C=1F.Cl.Cl. No catalyst specified. The product is [ClH:1].[ClH:26].[Cl:26][C:27]1[CH:32]=[C:31]([C:2]2[N:3]=[C:4]3[C:9](=[CH:10][CH:11]=2)[N:8]=[CH:7][C:6]([C:12](=[O:14])[CH3:13])=[C:5]3[NH:15][C@H:16]2[CH2:21][CH2:20][C@H:19]([CH2:22][N:23]([CH3:25])[CH3:24])[CH2:18][CH2:17]2)[CH:30]=[C:29]([F:42])[C:28]=1[OH:43]. The yield is 0.520. (6) The reactants are [Cl:1][C:2]1[CH:3]=[CH:4][C:5]2[N:9]=[C:8]([S:10][CH2:11][C:12]3[CH:17]=[CH:16][C:15]([Cl:18])=[CH:14][CH:13]=3)[N:7]([C:19]3[CH:29]=[CH:28][C:22]([C:23]([O:25]CC)=[O:24])=[CH:21][CH:20]=3)[C:6]=2[CH:30]=1.C1COCC1.[OH-].[Na+]. The catalyst is CCO. The product is [Cl:1][C:2]1[CH:3]=[CH:4][C:5]2[N:9]=[C:8]([S:10][CH2:11][C:12]3[CH:17]=[CH:16][C:15]([Cl:18])=[CH:14][CH:13]=3)[N:7]([C:19]3[CH:29]=[CH:28][C:22]([C:23]([OH:25])=[O:24])=[CH:21][CH:20]=3)[C:6]=2[CH:30]=1. The yield is 0.780. (7) The reactants are COC1C=C(OC)C=CC=1C[NH:6][C:7]1[C:16]2[C:11](=[CH:12][CH:13]=[CH:14][CH:15]=2)[C:10]([C:17]#[N:18])=[N:9][CH:8]=1.FC(F)(F)C(O)=O. No catalyst specified. The product is [NH2:6][C:7]1[C:16]2[C:11](=[CH:12][CH:13]=[CH:14][CH:15]=2)[C:10]([C:17]#[N:18])=[N:9][CH:8]=1. The yield is 0.920. (8) The reactants are [C@@]12(CS(O)(=O)=O)C(C)(C)C(CC1)CC2=O.[Br:16][C:17]1[CH:18]=[C:19]2[C:23](=[CH:24][CH:25]=1)[CH2:22][C@H:21]([NH2:26])[CH2:20]2.CCN(C(C)C)C(C)C.Cl[C:37]([O:39][CH2:40][C:41]1[CH:46]=[CH:45][CH:44]=[CH:43][CH:42]=1)=[O:38].O. The catalyst is C(Cl)Cl. The product is [CH2:40]([O:39][C:37](=[O:38])[NH:26][C@@H:21]1[CH2:20][C:19]2[C:23](=[CH:24][CH:25]=[C:17]([Br:16])[CH:18]=2)[CH2:22]1)[C:41]1[CH:46]=[CH:45][CH:44]=[CH:43][CH:42]=1. The yield is 0.970. (9) The reactants are [F:1][C:2]([F:7])([F:6])[C:3]([OH:5])=[O:4].CC([CH:12]1[CH2:17][CH:16]([C:18]([NH:20][C:21]2[CH:22]=[C:23]3[C:27](=[CH:28][CH:29]=2)[NH:26][C:25]([C:30]([NH:32][CH2:33][C:34]2[CH:39]=[CH:38][C:37]([Cl:40])=[C:36]([O:41][C:42]4[CH:47]=[C:46]([C:48]#[N:49])[CH:45]=[C:44]([Cl:50])[CH:43]=4)[C:35]=2[F:51])=[O:31])=[CH:24]3)=[O:19])[CH2:15][CH2:14][N:13]1C([O-])=O)(C)C. The catalyst is ClCCl. The product is [F:1][C:2]([F:7])([F:6])[C:3]([OH:5])=[O:4].[Cl:40][C:37]1[CH:38]=[CH:39][C:34]([CH2:33][NH:32][C:30]([C:25]2[NH:26][C:27]3[C:23]([CH:24]=2)=[CH:22][C:21]([NH:20][C:18]([CH:16]2[CH2:15][CH2:14][NH:13][CH2:12][CH2:17]2)=[O:19])=[CH:29][CH:28]=3)=[O:31])=[C:35]([F:51])[C:36]=1[O:41][C:42]1[CH:47]=[C:46]([C:48]#[N:49])[CH:45]=[C:44]([Cl:50])[CH:43]=1. The yield is 0.900. (10) The reactants are Cl.Cl[CH2:3][C:4]1[CH:9]=[CH:8][N:7]=[CH:6][CH:5]=1.[CH3:10][NH2:11].CCO. No catalyst specified. The product is [CH3:10][NH:11][CH2:3][C:4]1[CH:9]=[CH:8][N:7]=[CH:6][CH:5]=1. The yield is 0.790.